This data is from Experimentally validated miRNA-target interactions with 360,000+ pairs, plus equal number of negative samples. The task is: Binary Classification. Given a miRNA mature sequence and a target amino acid sequence, predict their likelihood of interaction. (1) Result: 0 (no interaction). The miRNA is hsa-miR-513a-5p with sequence UUCACAGGGAGGUGUCAU. The protein sequence of the target gene is MAAAAAAVVGWLGWVLAAFCLGSTAGEAAPAPGAGLLNFCTEEDSAPGAGSLRGRAAPEATLCLRLFCSGLANSSWTWVAAEGAGCPEGGRATEPEEAAAPTGEWRALLRLRAEAGHPRSALLAVRVEPGGGAAEEAAPPWALGLGAAGLLALAAVARGLQLSALALAPAEVQVLRESGSEAERAAARRLEPARRWAGCALGALLLLASLAQAALAVLLYGAAGQRAVPAVLGCAGLVFLVGEVLPAAVSGRWALALAPRALGLSRLAVLLTLPVALPVGQLLELAARPGRLRERVLELA.... (2) The miRNA is hsa-miR-4640-3p with sequence CACCCCCUGUUUCCUGGCCCAC. The protein sequence of the target gene is MHLHQVLTGAVNPGDNCYSVGSVGDVPFTAYGSGCDIVILASDFECVQIIPGAKHGNIQVSCVECSNQHGRVAASYGNAVCIFEPLGVNSHKRNSQLKCQWLKTGQFFLSSVTYNLAWDPQDNRLLTATDSIQLWAPPGGDILEEEEDVDNRAPPVLNDWKCIWQCKTSVSVHLMEWSPDGEYFATAGKDDCLLKVWYPMTGWKSSIIPQDPHEVKRRRASTQFSFVYLAHPRAVTGFSWRKTSKYMPRGSVCNVLLTSCHDGVCRLWAETLLPEDCLLGEQICETTTSSVASNLSSAGK.... Result: 0 (no interaction). (3) The miRNA is hsa-miR-6893-5p with sequence CAGGCAGGUGUAGGGUGGAGC. The protein sequence of the target gene is MLEPQENGVIDLPDYEHVEDETFPPFPPPASPERQDGEGTEPDEESGNGAPVRVPPKRTVKRNIPKLDAQRLISERGLPALRHVFDKAKFKGKGHEAEDLKMLIRHMEHWAHRLFPKLQFEDFIDRVEYLGSKKEVQTCLKRIRLDLPILHEDFVSNNDEVAENNEHDVTSTELDPFLTNLSESEMFASELSRSLTEEQQQRIERNKQLALERRQAKLLSNSQTLGNDMLMNTPRAHTVEEVNTDEDQKEESNGLNEDILDNPCNDAIANTLNEEETLLDQSFKNVQQQLDATSRNITEA.... Result: 1 (interaction). (4) The miRNA is hsa-miR-6501-3p with sequence CCAGAGCAGCCUGCGGUAACAGU. The protein sequence of the target gene is MGKRRNRGRSQMLSTMTKKQKKHLRDFGEEHPFYDRVSKKEAKPQICQLPESSDSSHSESESESEQEHVSGYHRLLATLKNVSEEEEEEEEEEEEEEEEEEEEEEEEEDDSAVGDAEMNEEAGSEDGSVGEAAVSEAAEEAAETQEHMSLADNSKEKDGEEPPGVSQKSSEEFTDVKHESLFSLETNFLEEDSGGSCSQRPSQDPFQQHVNKELKEKEIQAAASSPPATQQLKWPVLGHLVFSSKFQKTETFKPPKDIDLKLLHLQKPLESTWAKTNSQFLSGPQKSNSSFTPLQKELFL.... Result: 0 (no interaction). (5) The miRNA is hsa-miR-3189-5p with sequence UGCCCCAUCUGUGCCCUGGGUAGGA. The protein sequence of the target gene is MSSGLWSQEKVTSPYWEERIFYLLLQECSVTDKQTQKLLKVPKGSIGQYIQDRSVGHSRIPSAKGKKNQIGLKILEQPHAVLFVDEKDVVEINEKFTELLLAITNCEERFSLFKNRNRLSKGLQIDVGCPVKVQLRSGEEKFPGVVRFRGPLLAERTVSGIFFGVELLEEGRGQGFTDGVYQGKQLFQCDEDCGVFVALDKLELIEDDDTALESDYAGPGDTMQVELPPLEINSRVSLKVGETIESGTVIFCDVLPGKESLGYFVGVDMDNPIGNWDGRFDGVQLCSFACVESTILLHIN.... Result: 0 (no interaction). (6) The miRNA is hsa-miR-103a-2-5p with sequence AGCUUCUUUACAGUGCUGCCUUG. The protein sequence of the target gene is MWLPLVLLLAVLLLAVLCKVYLGLFSGSSPNPFSEDVKRPPAPLVTDKEARKKVLKQAFSANQVPEKLDVVVIGSGFGGLAAAAILAKAGKRVLVLEQHTKAGGCCHTFGKNGLEFDTGIHYIGRMEEGSIGRFILDQITEGQLDWAPLSSPFDIMVLEGPNGRKEYPMYSGEKAYIQGLKEKFPQEEAIIDKYIKLVKVVSSGAPHAILLKFLPLPVVQLLDRCGLLTRFSPFLQASTQSLAEVLQQLGASSELQAVLSYIFPTYGVTPNHSAFSMHALLVNHYMKGGFYPRGGSSEIA.... Result: 1 (interaction).